This data is from Peptide-MHC class II binding affinity with 134,281 pairs from IEDB. The task is: Regression. Given a peptide amino acid sequence and an MHC pseudo amino acid sequence, predict their binding affinity value. This is MHC class II binding data. (1) The peptide sequence is EKKYFAATQFTPLAA. The MHC is HLA-DPA10201-DPB10501 with pseudo-sequence HLA-DPA10201-DPB10501. The binding affinity (normalized) is 0.630. (2) The peptide sequence is KIIGGIGGFVKVRQYDQIPI. The MHC is DRB4_0101 with pseudo-sequence DRB4_0103. The binding affinity (normalized) is 0.287. (3) The binding affinity (normalized) is 0.251. The peptide sequence is EKDSPFKLSSSEPHC. The MHC is DRB1_0802 with pseudo-sequence DRB1_0802. (4) The peptide sequence is YEGQRVVFIQPSPVRD. The MHC is DRB1_0405 with pseudo-sequence DRB1_0405. The binding affinity (normalized) is 0.565.